This data is from Full USPTO retrosynthesis dataset with 1.9M reactions from patents (1976-2016). The task is: Predict the reactants needed to synthesize the given product. (1) Given the product [F:23][C:22]([S:21][C:18]1[CH:19]=[CH:20][C:15]([CH2:14][O:1][C:2]2[CH:11]=[CH:10][CH:9]=[C:8]3[C:3]=2[CH2:4][CH2:5][NH:6][C:7]3=[O:12])=[CH:16][CH:17]=1)([F:25])[F:24], predict the reactants needed to synthesize it. The reactants are: [OH:1][C:2]1[CH:11]=[CH:10][CH:9]=[C:8]2[C:3]=1[CH2:4][CH2:5][NH:6][C:7]2=[O:12].Br[CH2:14][C:15]1[CH:20]=[CH:19][C:18]([S:21][C:22]([F:25])([F:24])[F:23])=[CH:17][CH:16]=1. (2) Given the product [F:1][C:2]1[CH:7]=[CH:6][C:5]([C@:8]2([CH2:21][CH2:22][CH2:23][OH:24])[O:13][C:12](=[O:14])[N:11]([C@H:15]3[CH2:20][CH2:19][CH2:18][N:17]([C:26]4[CH:31]=[CH:30][C:29]([C:32]#[N:33])=[CH:28][N:27]=4)[CH2:16]3)[CH2:10][CH2:9]2)=[CH:4][CH:3]=1, predict the reactants needed to synthesize it. The reactants are: [F:1][C:2]1[CH:7]=[CH:6][C:5]([C@:8]2([CH2:21][CH2:22][CH2:23][OH:24])[O:13][C:12](=[O:14])[N:11]([C@H:15]3[CH2:20][CH2:19][CH2:18][NH:17][CH2:16]3)[CH2:10][CH2:9]2)=[CH:4][CH:3]=1.Br[C:26]1[CH:31]=[CH:30][C:29]([C:32]#[N:33])=[CH:28][N:27]=1. (3) Given the product [CH3:12][N:13]=[CH:7][C:6]1[CH:9]=[CH:10][CH:11]=[C:4]([N+:1]([O-:3])=[O:2])[CH:5]=1, predict the reactants needed to synthesize it. The reactants are: [N+:1]([C:4]1[CH:5]=[C:6]([CH:9]=[CH:10][CH:11]=1)[CH:7]=O)([O-:3])=[O:2].[CH3:12][NH2:13]. (4) Given the product [CH3:40][N:41]([CH3:52])[CH2:42][CH2:43][O:44][C:45]1[CH:46]=[C:47]([NH:48][C:2]2[N:7]=[C:6]([O:8][C:9]3[C:18]4[C:13](=[CH:14][CH:15]=[CH:16][CH:17]=4)[C:12]([NH:19][C:20]([NH:22][C:23]4[N:27]([C:28]5[CH:29]=[CH:30][C:31]([CH3:34])=[CH:32][CH:33]=5)[N:26]=[C:25]([C:35]([CH3:39])([C:37]#[CH:38])[CH3:36])[CH:24]=4)=[O:21])=[CH:11][CH:10]=3)[CH:5]=[CH:4][N:3]=2)[CH:49]=[CH:50][CH:51]=1.[CH:20]([O-:21])=[O:44], predict the reactants needed to synthesize it. The reactants are: Cl[C:2]1[N:7]=[C:6]([O:8][C:9]2[C:18]3[C:13](=[CH:14][CH:15]=[CH:16][CH:17]=3)[C:12]([NH:19][C:20]([NH:22][C:23]3[N:27]([C:28]4[CH:33]=[CH:32][C:31]([CH3:34])=[CH:30][CH:29]=4)[N:26]=[C:25]([C:35]([CH3:39])([C:37]#[CH:38])[CH3:36])[CH:24]=3)=[O:21])=[CH:11][CH:10]=2)[CH:5]=[CH:4][N:3]=1.[CH3:40][N:41]([CH3:52])[CH2:42][CH2:43][O:44][C:45]1[CH:46]=[C:47]([CH:49]=[CH:50][CH:51]=1)[NH2:48].